This data is from Forward reaction prediction with 1.9M reactions from USPTO patents (1976-2016). The task is: Predict the product of the given reaction. (1) Given the reactants [CH2:1]([O:3][C:4]([C:6]1[C:10](C=O)=[C:9](Br)[N:8]([C:14]2[CH:19]=[CH:18][CH:17]=[CH:16][C:15]=2[Cl:20])[N:7]=1)=[O:5])[CH3:2].C(N)(C)C.C(O)(=[O:27])C.C(O[BH-](OC(=O)C)OC(=O)C)(=O)C.[Na+], predict the reaction product. The product is: [CH2:1]([O:3][C:4]([C:6]1[CH:10]=[C:9]([OH:27])[N:8]([C:14]2[CH:19]=[CH:18][CH:17]=[CH:16][C:15]=2[Cl:20])[N:7]=1)=[O:5])[CH3:2]. (2) Given the reactants [F:1][C:2]([F:22])([F:21])[C:3]1[CH:4]=[C:5]([C:9]2[NH:13][C:12]3[CH:14]=[CH:15][CH:16]=[C:17](C(O)=O)[C:11]=3[N:10]=2)[CH:6]=[CH:7][CH:8]=1.C1(P(N=[N+]=[N-])(C2C=CC=CC=2)=[O:30])C=CC=CC=1.CC[N:42]([CH2:45]C)CC.[CH2:47]([OH:54])[C:48]1[CH:53]=[CH:52][CH:51]=[CH:50][CH:49]=1, predict the reaction product. The product is: [F:21][C:2]([F:22])([F:1])[C:3]1[CH:4]=[C:5]([C:9]2[NH:13][C:12]3[CH:14]=[CH:15][CH:16]=[C:17]([NH:42][C:45](=[O:30])[O:54][CH2:47][C:48]4[CH:53]=[CH:52][CH:51]=[CH:50][CH:49]=4)[C:11]=3[N:10]=2)[CH:6]=[CH:7][CH:8]=1. (3) The product is: [O:20]=[C:19]1[NH:18][C:24](=[CH:1][C:3]2[O:7][C:6]([C:8]3[CH:9]=[CH:10][C:11]([S:14]([NH2:17])(=[O:15])=[O:16])=[CH:12][CH:13]=3)=[CH:5][CH:4]=2)[C:22](=[O:23])[NH:21]1. Given the reactants [CH:1]([C:3]1[O:7][C:6]([C:8]2[CH:13]=[CH:12][C:11]([S:14]([NH2:17])(=[O:16])=[O:15])=[CH:10][CH:9]=2)=[CH:5][CH:4]=1)=O.[NH:18]1[CH2:24][C:22](=[O:23])[NH:21][C:19]1=[O:20].N1CCCCC1, predict the reaction product.